From a dataset of NCI-60 drug combinations with 297,098 pairs across 59 cell lines. Regression. Given two drug SMILES strings and cell line genomic features, predict the synergy score measuring deviation from expected non-interaction effect. (1) Drug 1: C1CCC(C1)C(CC#N)N2C=C(C=N2)C3=C4C=CNC4=NC=N3. Drug 2: CC1=C(N=C(N=C1N)C(CC(=O)N)NCC(C(=O)N)N)C(=O)NC(C(C2=CN=CN2)OC3C(C(C(C(O3)CO)O)O)OC4C(C(C(C(O4)CO)O)OC(=O)N)O)C(=O)NC(C)C(C(C)C(=O)NC(C(C)O)C(=O)NCCC5=NC(=CS5)C6=NC(=CS6)C(=O)NCCC[S+](C)C)O. Cell line: HCC-2998. Synergy scores: CSS=-7.48, Synergy_ZIP=-0.768, Synergy_Bliss=-7.82, Synergy_Loewe=-16.8, Synergy_HSA=-12.2. (2) Drug 1: C(CN)CNCCSP(=O)(O)O. Cell line: TK-10. Drug 2: CC1C(C(CC(O1)OC2CC(CC3=C2C(=C4C(=C3O)C(=O)C5=C(C4=O)C(=CC=C5)OC)O)(C(=O)CO)O)N)O.Cl. Synergy scores: CSS=35.5, Synergy_ZIP=1.44, Synergy_Bliss=0.988, Synergy_Loewe=-41.0, Synergy_HSA=-0.336.